Dataset: Reaction yield outcomes from USPTO patents with 853,638 reactions. Task: Predict the reaction yield, written as a fraction of the theoretical maximum amount of product (1.0 means a 100% yield; for example, 0.34 means a 34% yield). (1) The reactants are [CH2:1]([N:3]([CH2:35][CH3:36])[C:4]([C:6]1[CH:7]=[CH:8][C:9]2[N:10]([CH:22]3[CH2:27][CH2:26][N:25]([CH2:28][C:29]4[CH:34]=[CH:33][CH:32]=[CH:31][CH:30]=4)[CH2:24][CH2:23]3)[C:11]3[C:16]([O:17][C:18]=2[CH:19]=1)=[C:15]([O:20]C)[CH:14]=[CH:13][CH:12]=3)=[O:5])[CH3:2].B(Br)(Br)Br.C([O-])(O)=O.[Na+]. The catalyst is C(Cl)Cl. The product is [CH2:35]([N:3]([CH2:1][CH3:2])[C:4]([C:6]1[CH:7]=[CH:8][C:9]2[N:10]([CH:22]3[CH2:27][CH2:26][N:25]([CH2:28][C:29]4[CH:34]=[CH:33][CH:32]=[CH:31][CH:30]=4)[CH2:24][CH2:23]3)[C:11]3[C:16]([O:17][C:18]=2[CH:19]=1)=[C:15]([OH:20])[CH:14]=[CH:13][CH:12]=3)=[O:5])[CH3:36]. The yield is 0.290. (2) The reactants are [NH2:1][C@:2]([CH3:13])([CH2:5][CH2:6][C:7]1[N:8]([CH3:12])[CH:9]=[CH:10][CH:11]=1)[CH2:3][OH:4].[C:14](OC(OC(C)(C)C)=O)(OC(C)(C)C)=[O:15].C(N(CC)CC)C.O. The catalyst is ClCCl.CN(C)C1C=CN=CC=1. The product is [CH3:13][C@@:2]1([CH2:5][CH2:6][C:7]2[N:8]([CH3:12])[CH:9]=[CH:10][CH:11]=2)[CH2:3][O:4][C:14](=[O:15])[NH:1]1. The yield is 0.530. (3) The reactants are [F:1][C:2]1[C:7]([CH3:8])=[CH:6][C:5]([NH:9]C(=O)C)=[C:4]([N+:13]([O-:15])=[O:14])[CH:3]=1.[OH-].[K+].CO. The catalyst is O. The product is [F:1][C:2]1[C:7]([CH3:8])=[CH:6][C:5]([NH2:9])=[C:4]([N+:13]([O-:15])=[O:14])[CH:3]=1. The yield is 0.980.